The task is: Predict the reactants needed to synthesize the given product.. This data is from Full USPTO retrosynthesis dataset with 1.9M reactions from patents (1976-2016). (1) The reactants are: Cl[C:2]1[CH:11]=[C:10]([CH3:12])[C:9]2[C:4](=[CH:5][CH:6]=[CH:7][CH:8]=2)[N:3]=1.C(OC(=O)[NH:22][CH2:23][C@H:24]1[CH2:29][CH2:28][C@@H:27]([NH2:30])[CH2:26][CH2:25]1)C1C=CC=CC=1.C([O-])(O)=O.[Na+]. Given the product [NH2:22][CH2:23][C@@H:24]1[CH2:29][CH2:28][C@H:27]([NH:30][C:2]2[CH:11]=[C:10]([CH3:12])[C:9]3[C:4](=[CH:5][CH:6]=[CH:7][CH:8]=3)[N:3]=2)[CH2:26][CH2:25]1, predict the reactants needed to synthesize it. (2) Given the product [C:1]([O:9][CH2:10][C:11]1[O:15][N:14]=[C:13]([CH3:16])[C:12]=1[Br:28])(=[O:8])[C:2]1[CH:3]=[CH:4][CH:5]=[CH:6][CH:7]=1, predict the reactants needed to synthesize it. The reactants are: [C:1]([O:9][CH2:10][C:11]1[O:15][N:14]=[C:13]([CH3:16])[CH:12]=1)(=[O:8])[C:2]1[CH:7]=[CH:6][CH:5]=[CH:4][CH:3]=1.CC(O)=O.C1C(=O)N([Br:28])C(=O)C1. (3) The reactants are: [O:1]=[C:2]1[N:7]([CH2:8][C:9]2[CH:10]=[C:11]([CH:15]=[CH:16][CH:17]=2)[C:12](Cl)=[O:13])[N:6]=[C:5]([C:18]2[O:22][N:21]=[C:20]([C:23]3[CH:28]=[CH:27][C:26]([C:29]([CH3:35])([CH3:34])[C:30]([F:33])([F:32])[F:31])=[CH:25][CH:24]=3)[N:19]=2)[CH:4]=[CH:3]1.[CH2:36]([NH2:43])[C:37]1[CH:42]=[CH:41][CH:40]=[CH:39][CH:38]=1. Given the product [CH2:36]([NH:43][C:12](=[O:13])[C:11]1[CH:15]=[CH:16][CH:17]=[C:9]([CH2:8][N:7]2[C:2](=[O:1])[CH:3]=[CH:4][C:5]([C:18]3[O:22][N:21]=[C:20]([C:23]4[CH:24]=[CH:25][C:26]([C:29]([CH3:34])([CH3:35])[C:30]([F:31])([F:33])[F:32])=[CH:27][CH:28]=4)[N:19]=3)=[N:6]2)[CH:10]=1)[C:37]1[CH:42]=[CH:41][CH:40]=[CH:39][CH:38]=1, predict the reactants needed to synthesize it.